Dataset: Catalyst prediction with 721,799 reactions and 888 catalyst types from USPTO. Task: Predict which catalyst facilitates the given reaction. (1) Reactant: [CH2:1]([N:3]1[CH:8]=[C:7]([C:9]2[C:10]([N:25]3[C:29]([CH3:30])=[CH:28][C:27]([C:31]([F:34])([F:33])[F:32])=[N:26]3)=[N:11][C:12]([NH:15][C:16]3[CH:21]=[C:20]([CH3:22])[CH:19]=[C:18]([O:23][CH3:24])[CH:17]=3)=[N:13][CH:14]=2)[CH:6]=[C:5]([C:35]([O:37]CC)=[O:36])[C:4]1=[O:40])[CH3:2].O.[OH-].[Na+]. Product: [CH2:1]([N:3]1[CH:8]=[C:7]([C:9]2[C:10]([N:25]3[C:29]([CH3:30])=[CH:28][C:27]([C:31]([F:32])([F:33])[F:34])=[N:26]3)=[N:11][C:12]([NH:15][C:16]3[CH:21]=[C:20]([CH3:22])[CH:19]=[C:18]([O:23][CH3:24])[CH:17]=3)=[N:13][CH:14]=2)[CH:6]=[C:5]([C:35]([OH:37])=[O:36])[C:4]1=[O:40])[CH3:2]. The catalyst class is: 1. (2) Reactant: [CH:1]1([C:4]2[N:8]=[C:7]([C:9]3[C:10]4[CH2:27][CH2:26][CH2:25][C:11]=4[S:12][C:13]=3[NH:14]C(C3CCCC=3C(O)=O)=O)[O:6][N:5]=2)[CH2:3][CH2:2]1.[CH:28]12[CH2:35][CH2:34][CH:31]([CH2:32][CH2:33]1)[C:30]1[C:36]([O:38][C:39](=[O:40])[C:29]2=1)=[O:37]. Product: [CH:1]1([C:4]2[N:8]=[C:7]([C:9]3[C:10]4[CH2:27][CH2:26][CH2:25][C:11]=4[S:12][C:13]=3[NH:14][C:39]([C:29]3[CH:28]4[CH2:35][CH2:34][CH:31]([CH2:32][CH2:33]4)[C:30]=3[C:36]([OH:38])=[O:37])=[O:40])[O:6][N:5]=2)[CH2:3][CH2:2]1. The catalyst class is: 828. (3) Reactant: [F:1][C:2]1[CH:3]=[CH:4][C:5]([OH:22])=[C:6]([CH:21]=1)/[CH:7]=[C:8]1/[C:9](=[O:20])[N:10]=[C:11]([N:13]2[CH2:18][CH2:17][NH:16][CH2:15][C@H:14]2[CH3:19])[S:12]/1.Br[CH:24]([OH:26])[CH3:25]. Product: [F:1][C:2]1[CH:3]=[CH:4][C:5]([OH:22])=[C:6](/[CH:7]=[C:8]2/[C:9](=[O:20])[N:10]=[C:11]([N:13]3[CH2:18][CH2:17][N:16]([CH2:25][CH2:24][OH:26])[CH2:15][C@H:14]3[CH3:19])[S:12]/2)[CH:21]=1. The catalyst class is: 1. (4) Reactant: [OH:1][C:2]1[CH:11]=[C:10]2[C:5]([CH:6]=[CH:7][CH:8]=[C:9]2[N:12]2[CH2:17][CH2:16][N:15]([CH3:18])[CH2:14][CH2:13]2)=[CH:4][CH:3]=1.[Cl:19][C:20]1[CH:28]=[CH:27][C:23]([C:24](Cl)=[O:25])=[CH:22][CH:21]=1. Product: [Cl:19][C:20]1[CH:28]=[CH:27][C:23]([C:24]([O:1][C:2]2[CH:11]=[C:10]3[C:5]([CH:6]=[CH:7][CH:8]=[C:9]3[N:12]3[CH2:17][CH2:16][N:15]([CH3:18])[CH2:14][CH2:13]3)=[CH:4][CH:3]=2)=[O:25])=[CH:22][CH:21]=1. The catalyst class is: 754. (5) Reactant: [O:1]=[C:2]1[CH2:6][S:5][CH2:4][CH:3]1[CH2:7][C:8]1[CH:13]=[CH:12][C:11]([CH:14]([CH3:18])[C:15]([OH:17])=[S:16])=[CH:10][CH:9]=1.[BH4-].[Na+].S(=O)(=O)(O)O. Product: [OH:1][CH:2]1[CH2:6][S:5][CH2:4][CH:3]1[CH2:7][C:8]1[CH:13]=[CH:12][C:11]([CH:14]([CH3:18])[C:15]([OH:17])=[S:16])=[CH:10][CH:9]=1. The catalyst class is: 7. (6) Reactant: [CH3:1][O:2][C:3]1[CH:23]=[CH:22][CH:21]=[CH:20][C:4]=1[C:5]([NH:7][S:8]([C:11]1[CH:19]=[CH:18][C:14]([C:15](Cl)=[O:16])=[CH:13][CH:12]=1)(=[O:10])=[O:9])=[O:6].[CH2:24]([NH:26][CH2:27][CH3:28])[CH3:25].C(N(CC)CC)C. Product: [CH2:24]([N:26]([CH2:27][CH3:28])[C:15](=[O:16])[C:14]1[CH:18]=[CH:19][C:11]([S:8]([NH:7][C:5](=[O:6])[C:4]2[CH:20]=[CH:21][CH:22]=[CH:23][C:3]=2[O:2][CH3:1])(=[O:10])=[O:9])=[CH:12][CH:13]=1)[CH3:25]. The catalyst class is: 47. (7) Reactant: [OH-].[Na+].[NH:3]1[CH2:8][CH2:7][CH2:6][CH2:5][C:4]1=[O:9].[C:10]([O:14][CH3:15])(=[O:13])[CH:11]=[CH2:12]. Product: [O:9]=[C:4]1[CH2:5][CH2:6][CH2:7][CH2:8][N:3]1[CH2:12][CH2:11][C:10]([O:14][CH3:15])=[O:13]. The catalyst class is: 1. (8) Reactant: [NH2:1][C:2]1[CH:3]=[C:4]2[C:9](=[CH:10][CH:11]=1)[N:8]=[CH:7][C:6]([C:12]#[N:13])=[C:5]2[NH:14][C:15]1[CH:20]=[CH:19][C:18]([F:21])=[C:17]([Cl:22])[CH:16]=1.[Cl:23][C:24]1[C:25]([CH:30]=O)=[N:26][N:27]([CH3:29])[CH:28]=1.[BH3-]C#N.[Na+]. Product: [Cl:23][C:24]1[C:25]([CH2:30][NH:1][C:2]2[CH:3]=[C:4]3[C:9](=[CH:10][CH:11]=2)[N:8]=[CH:7][C:6]([C:12]#[N:13])=[C:5]3[NH:14][C:15]2[CH:20]=[CH:19][C:18]([F:21])=[C:17]([Cl:22])[CH:16]=2)=[N:26][N:27]([CH3:29])[CH:28]=1. The catalyst class is: 14.